This data is from Forward reaction prediction with 1.9M reactions from USPTO patents (1976-2016). The task is: Predict the product of the given reaction. (1) Given the reactants CON(C)[C:4]1[N:9]=[C:8]([NH:10][CH2:11][CH2:12][CH3:13])[N:7]=[C:6]([NH:14][CH2:15][C:16]#[CH:17])[N:5]=1.N1C(Cl)=NC(Cl)=NC=1[Cl:21].C(N)CC.C(N)C#C, predict the reaction product. The product is: [Cl:21][C:4]1[N:9]=[C:8]([NH:10][CH2:11][CH2:12][CH3:13])[N:7]=[C:6]([NH:14][CH2:15][C:16]#[CH:17])[N:5]=1. (2) Given the reactants [OH:1][C:2]1[CH:19]=[CH:18][C:5]2[CH2:6][CH2:7][N:8]([C:11]([O:13][C:14]([CH3:17])([CH3:16])[CH3:15])=[O:12])[CH2:9][CH2:10][C:4]=2[CH:3]=1.[H-].[Na+].[CH2:22](I)[CH3:23], predict the reaction product. The product is: [CH2:22]([O:1][C:2]1[CH:19]=[CH:18][C:5]2[CH2:6][CH2:7][N:8]([C:11]([O:13][C:14]([CH3:16])([CH3:15])[CH3:17])=[O:12])[CH2:9][CH2:10][C:4]=2[CH:3]=1)[CH3:23].